This data is from Catalyst prediction with 721,799 reactions and 888 catalyst types from USPTO. The task is: Predict which catalyst facilitates the given reaction. (1) Reactant: C(OC([NH:8][C@@H:9]([CH3:35])[C:10]([N:12]1[C@H:24]([C:25](OC)=[O:26])[CH2:23][C:22]2[C:21]3[C:16](=[CH:17][C:18]([O:29][CH3:30])=[CH:19][CH:20]=3)[NH:15][C:14]=2[C@@H:13]1[CH2:31][CH:32]([CH3:34])[CH3:33])=[O:11])=O)(C)(C)C.FC(F)(F)C(O)=O. Product: [CH2:31]([C@H:13]1[C:14]2[NH:15][C:16]3[CH:17]=[C:18]([O:29][CH3:30])[CH:19]=[CH:20][C:21]=3[C:22]=2[CH2:23][C@H:24]2[C:25](=[O:26])[NH:8][C@@H:9]([CH3:35])[C:10](=[O:11])[N:12]12)[CH:32]([CH3:33])[CH3:34]. The catalyst class is: 2. (2) Reactant: O1CCCC1.[CH3:6][S:7]([C:10]1[N:15]=[C:14]([CH3:16])[C:13]([C:17]([O:19][CH2:20][CH2:21][C:22]([CH3:26])=[C:23]([F:25])[F:24])=[O:18])=[CH:12][N:11]=1)(=O)=O.[C:27]1(S)[CH:32]=[CH:31]C=[CH:29][CH:28]=1.C(=O)([O-])[O-].[Na+].[Na+]. Product: [CH3:16][C:14]1[C:13]([C:17]([O:19][CH2:20][CH2:21][C:22]([CH3:26])=[C:23]([F:25])[F:24])=[O:18])=[CH:12][N:11]=[C:10]([S:7][C:6]2[CH:31]=[CH:32][CH:27]=[CH:28][CH:29]=2)[N:15]=1. The catalyst class is: 6. (3) Reactant: [Cl:1][C:2]1[NH:3][CH:4]=[C:5]([N+:7]([O-:9])=[O:8])[N:6]=1.[CH3:10][C:11]1([CH2:14][S:15][C:16]2[N:20]([C:21]3[CH:26]=[CH:25][CH:24]=[CH:23][CH:22]=3)[N:19]=[N:18][N:17]=2)[CH2:13][O:12]1.C([O-])(=O)C.[Na+]. Product: [Cl:1][C:2]1[N:3]([CH2:10][C:11]([CH3:13])([OH:12])[CH2:14][S:15][C:16]2[N:20]([C:21]3[CH:26]=[CH:25][CH:24]=[CH:23][CH:22]=3)[N:19]=[N:18][N:17]=2)[CH:4]=[C:5]([N+:7]([O-:9])=[O:8])[N:6]=1. The catalyst class is: 8. (4) The catalyst class is: 5. Reactant: [CH3:1][CH2:2][CH:3]([O:6][C@H:7]1[C@H:12]([NH:13][C:14]([CH3:16])=[O:15])[C@@H:11]([NH2:17])[CH2:10][C:9]([C:18]([O:20][CH2:21][CH3:22])=[O:19])=[CH:8]1)[CH2:4][CH3:5].OP(O)(O)=O.C(N(CC)CC)C.[C:35](=O)([O:41]C(C)(C)C)[O:36][C:37]([CH3:40])([CH3:39])[CH3:38]. Product: [C:14]([NH:13][C@@H:12]1[C@@H:11]([NH:17][C:35]([O:36][C:37]([CH3:40])([CH3:39])[CH3:38])=[O:41])[CH2:10][C:9]([C:18]([O:20][CH2:21][CH3:22])=[O:19])=[CH:8][C@H:7]1[O:6][CH:3]([CH2:2][CH3:1])[CH2:4][CH3:5])(=[O:15])[CH3:16]. (5) Reactant: [CH2:1]([O:3][C:4]([C:6]1[C:7]([C:20]([F:23])([F:22])[F:21])=[N:8][N:9]([CH2:11][C:12]2[CH:17]=[CH:16][C:15]([CH2:18]Cl)=[CH:14][CH:13]=2)[CH:10]=1)=[O:5])[CH3:2].[OH:24][C:25]1[CH:30]=[CH:29][CH:28]=[CH:27][N:26]=1.C(=O)([O-])[O-].[K+].[K+]. Product: [CH2:1]([O:3][C:4]([C:6]1[C:7]([C:20]([F:23])([F:22])[F:21])=[N:8][N:9]([CH2:11][C:12]2[CH:17]=[CH:16][C:15]([CH2:18][N:26]3[CH:27]=[CH:28][CH:29]=[CH:30][C:25]3=[O:24])=[CH:14][CH:13]=2)[CH:10]=1)=[O:5])[CH3:2]. The catalyst class is: 21. (6) Reactant: [CH:1]([NH:3][N:4]([C:20]1[CH:25]=[CH:24][C:23]([O:26][C:27]2[CH:32]=[CH:31][CH:30]=[CH:29][CH:28]=2)=[CH:22][CH:21]=1)[C:5]([NH:7][C:8]1[CH:13]=[CH:12][C:11]([O:14][CH2:15][CH2:16][N:17]([CH3:19])[CH3:18])=[CH:10][CH:9]=1)=[O:6])=O.[OH-].[K+]. Product: [CH3:18][N:17]([CH3:19])[CH2:16][CH2:15][O:14][C:11]1[CH:10]=[CH:9][C:8]([N:7]2[CH:1]=[N:3][N:4]([C:20]3[CH:25]=[CH:24][C:23]([O:26][C:27]4[CH:32]=[CH:31][CH:30]=[CH:29][CH:28]=4)=[CH:22][CH:21]=3)[C:5]2=[O:6])=[CH:13][CH:12]=1. The catalyst class is: 24.